Dataset: Catalyst prediction with 721,799 reactions and 888 catalyst types from USPTO. Task: Predict which catalyst facilitates the given reaction. (1) Reactant: [NH3:1].Cl[C:3]1[C:4]2[N:5]([C:9]([C@H:12]3[C@H:19]4[C@H:15]([O:16][C:17]([CH3:21])([CH3:20])[O:18]4)[CH2:14][CH2:13]3)=[CH:10][N:11]=2)[CH:6]=[CH:7][N:8]=1. Product: [CH3:20][C:17]1([CH3:21])[O:16][C@@H:15]2[CH2:14][CH2:13][C@@H:12]([C:9]3[N:5]4[CH:6]=[CH:7][N:8]=[C:3]([NH2:1])[C:4]4=[N:11][CH:10]=3)[C@@H:19]2[O:18]1. The catalyst class is: 32. (2) Reactant: Br[C:2]1[CH:7]=[CH:6][C:5]([C:8]2[N:12]([CH2:13][C@@H:14]3[CH2:18][CH2:17][N:16]([C:19]([CH:21]4[CH2:23][CH2:22]4)=[O:20])[CH2:15]3)[C:11]3[CH:24]=[C:25]([C:28]#[N:29])[CH:26]=[CH:27][C:10]=3[N:9]=2)=[CH:4][CH:3]=1.CC1(C)C(C)(C)OB([C:38]2[CH:39]=[C:40]3[C:44](=[CH:45][CH:46]=2)[NH:43][CH:42]=[CH:41]3)O1.C(=O)([O-])[O-].[K+].[K+]. Product: [CH:21]1([C:19]([N:16]2[CH2:17][CH2:18][C@@H:14]([CH2:13][N:12]3[C:11]4[CH:24]=[C:25]([C:28]#[N:29])[CH:26]=[CH:27][C:10]=4[N:9]=[C:8]3[C:5]3[CH:6]=[CH:7][C:2]([C:38]4[CH:39]=[C:40]5[C:44](=[CH:45][CH:46]=4)[NH:43][CH:42]=[CH:41]5)=[CH:3][CH:4]=3)[CH2:15]2)=[O:20])[CH2:22][CH2:23]1. The catalyst class is: 38. (3) Reactant: [NH2:1][C:2]1[C:3]([C:8]([NH:10][CH2:11][C@H:12]2[C@H:18]([C:19]3[CH:24]=[CH:23][C:22]([Cl:25])=[C:21]([F:26])[CH:20]=3)[O:17][CH2:16][CH2:15][N:14]([C:27]([O:29][C:30]([CH3:33])([CH3:32])[CH3:31])=[O:28])[CH2:13]2)=[O:9])=[N:4][CH:5]=[CH:6][CH:7]=1.[H-].[Na+].[CH3:36][S:37](Cl)(=[O:39])=[O:38].O. Product: [Cl:25][C:22]1[CH:23]=[CH:24][C:19]([C@@H:18]2[O:17][CH2:16][CH2:15][N:14]([C:27]([O:29][C:30]([CH3:33])([CH3:32])[CH3:31])=[O:28])[CH2:13][C@H:12]2[CH2:11][NH:10][C:8]([C:3]2[C:2]([NH:1][S:37]([CH3:36])(=[O:39])=[O:38])=[CH:7][CH:6]=[CH:5][N:4]=2)=[O:9])=[CH:20][C:21]=1[F:26]. The catalyst class is: 3. (4) Reactant: [CH2:1]([O:3][C:4](=[O:39])[C:5]([CH2:24][C:25]1[CH:30]=[CH:29][C:28]([O:31]CC2C=CC=CC=2)=[CH:27][CH:26]=1)([O:17][C:18]1[CH:23]=[CH:22][CH:21]=[CH:20][CH:19]=1)[CH:6](OC(=O)C(F)(F)F)[CH2:7][CH2:8][CH3:9])[CH3:2]. Product: [CH2:1]([O:3][C:4](=[O:39])[C:5]([CH2:24][C:25]1[CH:26]=[CH:27][C:28]([OH:31])=[CH:29][CH:30]=1)([O:17][C:18]1[CH:23]=[CH:22][CH:21]=[CH:20][CH:19]=1)[CH2:6][CH2:7][CH2:8][CH3:9])[CH3:2]. The catalyst class is: 78. (5) Reactant: Cl.[Cl:2][C:3]1[CH:8]=[CH:7][C:6]([C:9]([CH:11]2[CH2:16][CH2:15][NH:14][CH2:13][CH2:12]2)=[O:10])=[CH:5][CH:4]=1.C(N(CC)CC)C.[S:24]1[CH:28]=[CH:27][CH:26]=[C:25]1[S:29](Cl)(=[O:31])=[O:30]. Product: [S:24]1[CH:28]=[CH:27][CH:26]=[C:25]1[S:29]([N:14]1[CH2:15][CH2:16][CH:11]([C:9](=[O:10])[C:6]2[CH:7]=[CH:8][C:3]([Cl:2])=[CH:4][CH:5]=2)[CH2:12][CH2:13]1)(=[O:31])=[O:30]. The catalyst class is: 2. (6) Reactant: C(OC([NH:8][CH2:9][C@H:10]1[CH2:15][CH2:14][C@H:13]([C:16]([NH:18][C@H:19]([C:50]([NH:52][C:53]2[CH:58]=[CH:57][C:56]([C:59]3[NH:60][C:61]([CH3:64])=[N:62][N:63]=3)=[CH:55][CH:54]=2)=[O:51])[CH2:20][C:21]2[CH:26]=[CH:25][C:24]([C:27]3[CH:32]=[CH:31][C:30]([C:33]([NH:35][CH:36]4[CH2:41][CH2:40][N:39](C(OC(C)(C)C)=O)[CH2:38][CH2:37]4)=[O:34])=[CH:29][C:28]=3[CH3:49])=[CH:23][CH:22]=2)=[O:17])[CH2:12][CH2:11]1)=O)(C)(C)C.[ClH:65]. Product: [ClH:65].[NH2:8][CH2:9][C@H:10]1[CH2:15][CH2:14][C@H:13]([C:16]([NH:18][C@H:19]([C:50]([NH:52][C:53]2[CH:58]=[CH:57][C:56]([C:59]3[NH:60][C:61]([CH3:64])=[N:62][N:63]=3)=[CH:55][CH:54]=2)=[O:51])[CH2:20][C:21]2[CH:22]=[CH:23][C:24]([C:27]3[CH:32]=[CH:31][C:30]([C:33]([NH:35][CH:36]4[CH2:41][CH2:40][NH:39][CH2:38][CH2:37]4)=[O:34])=[CH:29][C:28]=3[CH3:49])=[CH:25][CH:26]=2)=[O:17])[CH2:12][CH2:11]1. The catalyst class is: 12. (7) Reactant: [CH3:1][C:2]1[S:6][C:5](B(O)O)=[CH:4][CH:3]=1.[Br:10][C:11]1[CH:16]=[CH:15][C:14](I)=[C:13]([F:18])[CH:12]=1.C([O-])([O-])=O.[Na+].[Na+]. Product: [Br:10][C:11]1[CH:16]=[CH:15][C:14]([C:5]2[S:6][C:2]([CH3:1])=[CH:3][CH:4]=2)=[C:13]([F:18])[CH:12]=1. The catalyst class is: 104. (8) Reactant: [CH3:1][O:2][C:3](=[O:25])[CH:4]([S:12]([C:15]1[C:24]2[C:19](=[CH:20][CH:21]=[CH:22][CH:23]=2)[CH:18]=[CH:17][CH:16]=1)(=[O:14])=[O:13])[CH:5]1[CH2:10][CH2:9][CH2:8][C:7](=[O:11])[CH2:6]1.[H-].[Na+].[CH3:28]I. Product: [CH3:1][O:2][C:3](=[O:25])[C:4]([S:12]([C:15]1[C:24]2[C:19](=[CH:20][CH:21]=[CH:22][CH:23]=2)[CH:18]=[CH:17][CH:16]=1)(=[O:13])=[O:14])([CH:5]1[CH2:10][CH2:9][CH2:8][C:7](=[O:11])[CH2:6]1)[CH3:28]. The catalyst class is: 3.